This data is from Forward reaction prediction with 1.9M reactions from USPTO patents (1976-2016). The task is: Predict the product of the given reaction. Given the reactants [Cl:1][C:2]1[CH:9]=[C:8]([N:10]([CH2:16][C:17]2[CH:22]=[C:21]([Cl:23])[CH:20]=[CH:19][C:18]=2[Cl:24])[C@H:11]2[CH2:15][CH2:14][NH:13][CH2:12]2)[CH:7]=[CH:6][C:3]=1[C:4]#[N:5].[CH2:25]([S:27](Cl)(=[O:29])=[O:28])[CH3:26], predict the reaction product. The product is: [Cl:1][C:2]1[CH:9]=[C:8]([N:10]([CH2:16][C:17]2[CH:22]=[C:21]([Cl:23])[CH:20]=[CH:19][C:18]=2[Cl:24])[C@H:11]2[CH2:15][CH2:14][N:13]([S:27]([CH2:25][CH3:26])(=[O:29])=[O:28])[CH2:12]2)[CH:7]=[CH:6][C:3]=1[C:4]#[N:5].